Dataset: Forward reaction prediction with 1.9M reactions from USPTO patents (1976-2016). Task: Predict the product of the given reaction. (1) The product is: [Cl:1][C:2]1[CH:21]=[C:20]([Cl:22])[CH:19]=[CH:18][C:3]=1[CH2:4][N:5]1[C:9]2[CH:10]=[C:11]([CH2:15][O:16][C:24]3[CH:25]=[C:26]([CH:32]=[CH:33][N:34]=3)[C:27]([O:29][CH2:30][CH3:31])=[O:28])[CH:12]=[C:13]([CH3:14])[C:8]=2[N:7]=[C:6]1[CH3:17]. Given the reactants [Cl:1][C:2]1[CH:21]=[C:20]([Cl:22])[CH:19]=[CH:18][C:3]=1[CH2:4][N:5]1[C:9]2[CH:10]=[C:11]([CH2:15][OH:16])[CH:12]=[C:13]([CH3:14])[C:8]=2[N:7]=[C:6]1[CH3:17].O[C:24]1[CH:25]=[C:26]([CH:32]=[CH:33][N:34]=1)[C:27]([O:29][CH2:30][CH3:31])=[O:28], predict the reaction product. (2) The product is: [Br:20][C:17]1[CH:18]=[CH:19][C:14]([C:11]2[C:10]3[CH:21]=[CH:22][C:7]([O:6][CH2:5][CH2:4][CH2:3][CH2:2][N:27]([CH2:28][CH2:29][O:30][CH3:31])[CH2:26][CH2:25][O:24][CH3:23])=[CH:8][C:9]=3[S:13][N:12]=2)=[CH:15][CH:16]=1. Given the reactants Br[CH2:2][CH2:3][CH2:4][CH2:5][O:6][C:7]1[CH:22]=[CH:21][C:10]2[C:11]([C:14]3[CH:19]=[CH:18][C:17]([Br:20])=[CH:16][CH:15]=3)=[N:12][S:13][C:9]=2[CH:8]=1.[CH3:23][O:24][CH2:25][CH2:26][NH:27][CH2:28][CH2:29][O:30][CH3:31], predict the reaction product. (3) Given the reactants Cl.[NH:2]1[CH2:5][CH:4]([C:6]2[NH:7][C:8](=[O:21])[C:9]3[CH:14]=[N:13][N:12]([CH:15]4[CH2:20][CH2:19][CH2:18][CH2:17][CH2:16]4)[C:10]=3[N:11]=2)[CH2:3]1.Cl[C:23]1[NH:27][C:26]2[CH:28]=[CH:29][CH:30]=[CH:31][C:25]=2[N:24]=1.C(=O)([O-])[O-].[K+].[K+].CC(O)C, predict the reaction product. The product is: [CH:15]1([N:12]2[C:10]3[N:11]=[C:6]([CH:4]4[CH2:3][N:2]([C:23]5[NH:27][C:26]6[CH:28]=[CH:29][CH:30]=[CH:31][C:25]=6[N:24]=5)[CH2:5]4)[NH:7][C:8](=[O:21])[C:9]=3[CH:14]=[N:13]2)[CH2:20][CH2:19][CH2:18][CH2:17][CH2:16]1. (4) Given the reactants [F:1][C:2]1[CH:3]=[C:4]2[C:8](=[CH:9][C:10]=1[NH2:11])[NH:7][C:6](=[O:12])[CH2:5]2.N1CCCCC1.Cl[C:20]([C@@H:22]([O:24][C:25](=[O:27])[CH3:26])[CH3:23])=[O:21], predict the reaction product. The product is: [F:1][C:2]1[CH:3]=[C:4]2[C:8](=[CH:9][C:10]=1[NH:11][C:20]([CH:22]([O:24][C:25](=[O:27])[CH3:26])[CH3:23])=[O:21])[NH:7][C:6](=[O:12])[CH2:5]2. (5) Given the reactants [C:1]([O:5][C:6]([NH:8][CH:9]([CH:13]([CH3:15])[CH3:14])[C:10]([OH:12])=O)=[O:7])([CH3:4])([CH3:3])[CH3:2].[NH2:16][CH:17]([CH3:48])[C:18]([NH:20][CH:21]([CH2:38][C:39]1[CH:44]=[C:43]([F:45])[C:42]([F:46])=[CH:41][C:40]=1[F:47])[CH2:22][C:23](=[O:37])[N:24]1[CH2:29][CH2:28][N:27]2[C:30]([C:33]([F:36])([F:35])[F:34])=[N:31][N:32]=[C:26]2[CH2:25]1)=[O:19], predict the reaction product. The product is: [C:1]([O:5][C:6](=[O:7])[NH:8][CH:9]([C:10](=[O:12])[NH:16][CH:17]([C:18](=[O:19])[NH:20][CH:21]([CH2:38][C:39]1[CH:44]=[C:43]([F:45])[C:42]([F:46])=[CH:41][C:40]=1[F:47])[CH2:22][C:23](=[O:37])[N:24]1[CH2:29][CH2:28][N:27]2[C:30]([C:33]([F:35])([F:34])[F:36])=[N:31][N:32]=[C:26]2[CH2:25]1)[CH3:48])[CH:13]([CH3:15])[CH3:14])([CH3:2])([CH3:3])[CH3:4].